From a dataset of Full USPTO retrosynthesis dataset with 1.9M reactions from patents (1976-2016). Predict the reactants needed to synthesize the given product. The reactants are: C1CC2C(=CC=CC=2)C(C2NCCN=2)C1.[C:16]([O-:19])(=[O:18])[CH3:17].[P:20]([O-:24])([OH:23])([OH:22])=[O:21].[Na+:25].[P:26]([O-:30])([OH:29])([OH:28])=[O:27].[K+:31]. Given the product [P:20]([O-:24])([OH:23])([OH:22])=[O:21].[K+:31].[Na+:25].[P:26]([O-:30])([OH:29])([OH:28])=[O:27].[C:16]([O-:19])(=[O:18])[CH3:17].[Na+:25], predict the reactants needed to synthesize it.